This data is from Forward reaction prediction with 1.9M reactions from USPTO patents (1976-2016). The task is: Predict the product of the given reaction. (1) Given the reactants C([O:4][C@H:5]1[C@H:10]([O:11][C@H:12]([CH3:25])[C:13](=[O:24])[NH:14][C@@H:15]([CH3:23])[CH2:16][C:17]2[CH:22]=[CH:21][CH:20]=[CH:19][CH:18]=2)[C@H:9]([NH:26][C:27](=[O:29])[CH3:28])[CH2:8][O:7][C@@H:6]1[CH2:30][O:31]C(=O)C)(=O)C.C[O-].[Na+], predict the reaction product. The product is: [C:27]([NH:26][C@@H:9]1[CH2:8][O:7][C@H:6]([CH2:30][OH:31])[C@@H:5]([OH:4])[C@@H:10]1[O:11][C@H:12]([CH3:25])[C:13]([NH:14][C@@H:15]([CH3:23])[CH2:16][C:17]1[CH:18]=[CH:19][CH:20]=[CH:21][CH:22]=1)=[O:24])(=[O:29])[CH3:28]. (2) Given the reactants [F:1][C:2]1[CH:3]=[C:4]([S:8]([C:11]2[CH:20]=[C:19]3[C:14]([CH2:15][CH2:16][C@H:17]([CH2:21][NH2:22])[O:18]3)=[CH:13][CH:12]=2)(=[O:10])=[O:9])[CH:5]=[CH:6][CH:7]=1.C(N(CC)CC)C.[CH3:30][S:31](Cl)(=[O:33])=[O:32], predict the reaction product. The product is: [F:1][C:2]1[CH:3]=[C:4]([S:8]([C:11]2[CH:20]=[C:19]3[C:14]([CH2:15][CH2:16][C@H:17]([CH2:21][NH:22][S:31]([CH3:30])(=[O:33])=[O:32])[O:18]3)=[CH:13][CH:12]=2)(=[O:10])=[O:9])[CH:5]=[CH:6][CH:7]=1.